Dataset: Full USPTO retrosynthesis dataset with 1.9M reactions from patents (1976-2016). Task: Predict the reactants needed to synthesize the given product. (1) The reactants are: [N:1]([CH:4]1[CH2:8][N:7]([C:9](=[O:27])[CH2:10][CH2:11][C:12]2[CH:17]=[CH:16][C:15]([CH2:18][NH:19][C:20]([O:22][C:23]([CH3:26])([CH3:25])[CH3:24])=[O:21])=[CH:14][CH:13]=2)[C@H:6]([C:28]([O:30][CH2:31][C:32]2[CH:37]=[CH:36][CH:35]=[CH:34][CH:33]=2)=[O:29])[CH2:5]1)=[N+]=[N-].C1(P(C2C=CC=CC=2)C2C=CC=CC=2)C=CC=CC=1.O.Cl. Given the product [NH2:1][CH:4]1[CH2:8][N:7]([C:9](=[O:27])[CH2:10][CH2:11][C:12]2[CH:13]=[CH:14][C:15]([CH2:18][NH:19][C:20]([O:22][C:23]([CH3:26])([CH3:24])[CH3:25])=[O:21])=[CH:16][CH:17]=2)[C@H:6]([C:28]([O:30][CH2:31][C:32]2[CH:37]=[CH:36][CH:35]=[CH:34][CH:33]=2)=[O:29])[CH2:5]1, predict the reactants needed to synthesize it. (2) The reactants are: CS[C:3]1[N:8]=[C:7]([C:9]2[CH:14]=[CH:13][C:12]([Cl:15])=[CH:11][C:10]=2[Cl:16])[C:6]([C:17]2[CH:22]=[CH:21][C:20]([Cl:23])=[CH:19][CH:18]=2)=[CH:5][N:4]=1.[Cl:24][C:25]1[CH:26]=[C:27]([CH:30]=[C:31]([Cl:33])[CH:32]=1)[CH2:28][OH:29]. Given the product [Cl:24][C:25]1[CH:26]=[C:27]([CH:30]=[C:31]([Cl:33])[CH:32]=1)[CH2:28][O:29][C:3]1[N:8]=[C:7]([C:9]2[CH:14]=[CH:13][C:12]([Cl:15])=[CH:11][C:10]=2[Cl:16])[C:6]([C:17]2[CH:22]=[CH:21][C:20]([Cl:23])=[CH:19][CH:18]=2)=[CH:5][N:4]=1, predict the reactants needed to synthesize it. (3) Given the product [CH:14]1([N:10]2[C:8]3[N:9]=[C:4]([CH:1]4[CH2:2][CH2:3]4)[CH:5]=[C:6]([C:20]([NH:23][CH2:24][C:25]4[C:26](=[O:33])[NH:27][C:28]([CH3:32])=[CH:29][C:30]=4[CH3:31])=[O:21])[C:7]=3[C:12]([CH3:13])=[N:11]2)[CH2:19][CH2:18][CH2:17][CH2:16][CH2:15]1, predict the reactants needed to synthesize it. The reactants are: [CH:1]1([C:4]2[CH:5]=[C:6]([C:20](O)=[O:21])[C:7]3[C:12]([CH3:13])=[N:11][N:10]([CH:14]4[CH2:19][CH2:18][CH2:17][CH2:16][CH2:15]4)[C:8]=3[N:9]=2)[CH2:3][CH2:2]1.[NH2:23][CH2:24][C:25]1[C:26](=[O:33])[NH:27][C:28]([CH3:32])=[CH:29][C:30]=1[CH3:31]. (4) The reactants are: [F:1][C:2]([F:17])([F:16])[C:3]1[CH:8]=[CH:7][C:6]([C:9]2[C:10](=O)[O:11][C:12](=[O:14])[CH:13]=2)=[CH:5][CH:4]=1.FC(F)(F)C1C=CC(CC#[N:28])=CC=1.O.C(O)(=O)C=O.C(=O)([O-])[O-].[K+:41].[K+]. Given the product [K+:41].[C:10]([C:9]([C:6]1[CH:7]=[CH:8][C:3]([C:2]([F:17])([F:16])[F:1])=[CH:4][CH:5]=1)=[CH:13][C:12]([O-:11])=[O:14])#[N:28], predict the reactants needed to synthesize it. (5) Given the product [Cl:1][C:2]1[CH:30]=[CH:29][C:5]2[N:6]([CH2:24][CH2:25][CH2:26][CH2:27][F:28])[C:7]([CH2:9][N:10]3[C:14]4[CH:15]=[N:16][CH:17]=[CH:18][C:13]=4[N:12]([CH2:19][C:20]([NH:34][CH:37]4[CH2:39][CH2:38]4)=[O:21])[C:11]3=[O:23])=[N:8][C:4]=2[CH:3]=1, predict the reactants needed to synthesize it. The reactants are: [Cl:1][C:2]1[CH:30]=[CH:29][C:5]2[N:6]([CH2:24][CH2:25][CH2:26][CH2:27][F:28])[C:7]([CH2:9][N:10]3[C:14]4[CH:15]=[N:16][CH:17]=[CH:18][C:13]=4[N:12]([CH2:19][C:20](O)=[O:21])[C:11]3=[O:23])=[N:8][C:4]=2[CH:3]=1.C([N:34]([CH:37]([CH3:39])[CH3:38])CC)(C)C.C1(N)CC1.C[NH3+].F[P-](F)(F)(F)(F)F.N1(OC(N(C)C)=[N+](C)C)C2N=CC=CC=2N=N1.F[P-](F)(F)(F)(F)F. (6) Given the product [F:13][C:11]1([F:14])[CH2:12][CH:9]([NH:8][C:6]([C:5]2[CH:4]=[C:3]([CH:17]=[CH:16][CH:15]=2)[CH2:2][N:21]2[CH2:20][CH2:19][N:18]([C:24]([O:26][C:27]([CH3:30])([CH3:29])[CH3:28])=[O:25])[CH2:23][CH2:22]2)=[O:7])[CH2:10]1, predict the reactants needed to synthesize it. The reactants are: Cl[CH2:2][C:3]1[CH:4]=[C:5]([CH:15]=[CH:16][CH:17]=1)[C:6]([NH:8][CH:9]1[CH2:12][C:11]([F:14])([F:13])[CH2:10]1)=[O:7].[N:18]1([C:24]([O:26][C:27]([CH3:30])([CH3:29])[CH3:28])=[O:25])[CH2:23][CH2:22][NH:21][CH2:20][CH2:19]1.C(=O)([O-])[O-].[K+].[K+].[I-].[Na+]. (7) Given the product [CH3:1][C:2]1[CH:3]=[CH:4][C:5]2[O:9][C:8]([N:16]3[CH2:17][CH2:18][CH2:19][N:13]([CH3:12])[CH2:14][CH2:15]3)=[N:7][C:6]=2[CH:11]=1, predict the reactants needed to synthesize it. The reactants are: [CH3:1][C:2]1[CH:3]=[CH:4][C:5]2[O:9][C:8](S)=[N:7][C:6]=2[CH:11]=1.[CH3:12][N:13]1[CH2:19][CH2:18][CH2:17][NH:16][CH2:15][CH2:14]1.